The task is: Predict the reactants needed to synthesize the given product.. This data is from Full USPTO retrosynthesis dataset with 1.9M reactions from patents (1976-2016). (1) Given the product [F:32][C@@H:25]1[CH2:26][N:27]([C:21]2[N:20]=[CH:19][C:16]3[C:17]4[N:11]([CH:10]=[C:9]([C:8]5[N:4]([CH:1]([CH3:2])[CH3:3])[N:5]=[CH:6][N:7]=5)[N:18]=4)[CH2:12][CH2:13][O:14][C:15]=3[CH:22]=2)[C@H:28]([C:29]([NH2:31])=[O:30])[CH2:24]1, predict the reactants needed to synthesize it. The reactants are: [CH:1]([N:4]1[C:8]([C:9]2[N:18]=[C:17]3[N:11]([CH2:12][CH2:13][O:14][C:15]4[CH:22]=[C:21](O)[N:20]=[CH:19][C:16]=43)[CH:10]=2)=[N:7][CH:6]=[N:5]1)([CH3:3])[CH3:2].[CH2:24]1[C@@H:28]([C:29]([NH2:31])=[O:30])[NH:27][CH2:26][C@H:25]1[F:32].Cl.CCN(C(C)C)C(C)C. (2) Given the product [OH:1][CH2:2][C@@H:3]([NH:11][C:12]1[CH:17]=[CH:16][NH:15][C:14](=[O:18])[C:13]=1[C:19]1[NH:23][C:22]2[CH:24]=[C:25]([N:29]3[CH2:30][CH2:31][N:32]([C:35]([C:5]4[CH:10]=[CH:9][CH:8]=[CH:7][CH:6]=4)=[O:36])[CH2:33][CH2:34]3)[CH:26]=[C:27]([CH3:28])[C:21]=2[N:20]=1)[CH2:4][C:5]1[CH:6]=[CH:7][CH:8]=[CH:9][CH:10]=1, predict the reactants needed to synthesize it. The reactants are: [OH:1][CH2:2][C@@H:3]([NH:11][C:12]1[CH:17]=[CH:16][NH:15][C:14](=[O:18])[C:13]=1[C:19]1[NH:23][C:22]2[CH:24]=[C:25]([N:29]3[CH2:34][CH2:33][NH:32][CH2:31][CH2:30]3)[CH:26]=[C:27]([CH3:28])[C:21]=2[N:20]=1)[CH2:4][C:5]1[CH:10]=[CH:9][CH:8]=[CH:7][CH:6]=1.[CH3:35][OH:36]. (3) Given the product [NH2:7][CH2:8][CH2:9][CH:10]([N:12]1[CH2:13][CH2:14][CH:15]([NH:18][CH:19]([C:22]2[CH:23]=[CH:24][CH:25]=[CH:26][CH:27]=2)[CH2:20][OH:21])[CH2:16][CH2:17]1)[CH3:11], predict the reactants needed to synthesize it. The reactants are: C(OC(=O)[NH:7][CH2:8][CH2:9][CH:10]([N:12]1[CH2:17][CH2:16][CH:15]([NH:18][CH:19]([C:22]2[CH:27]=[CH:26][CH:25]=[CH:24][CH:23]=2)[CH2:20][OH:21])[CH2:14][CH2:13]1)[CH3:11])(C)(C)C.FC(F)(F)C(O)=O.C(=O)([O-])[O-].[K+].[K+]. (4) Given the product [Br:1][C:2]1[CH:7]=[C:6]([C@@H:8]2[C@@H:9]([C:11]3[CH:16]=[C:15]([F:17])[CH:14]=[CH:13][C:12]=3[F:18])[O:21][C:20](=[O:26])[NH:19]2)[C:5]([F:27])=[CH:4][N:3]=1, predict the reactants needed to synthesize it. The reactants are: [Br:1][C:2]1[CH:7]=[C:6]([C@@H:8]([NH:19][C:20](=[O:26])[O:21]C(C)(C)C)[C@@H:9]([C:11]2[CH:16]=[C:15]([F:17])[CH:14]=[CH:13][C:12]=2[F:18])O)[C:5]([F:27])=[CH:4][N:3]=1.C(N1C=CN=C1)(N1C=CN=C1)=O. (5) Given the product [Cl:1][C:2]1[N:7]=[C:6]([C:8]([NH2:13])=[O:9])[C:5]([OH:12])=[N:4][CH:3]=1, predict the reactants needed to synthesize it. The reactants are: [Cl:1][C:2]1[N:7]=[C:6]([C:8](OC)=[O:9])[C:5]([OH:12])=[N:4][CH:3]=1.[NH3:13]. (6) Given the product [CH3:20][S:19][C:15]1[N:16]=[C:17]([N:2]2[CH:3]=[C:4]3[C:9]([CH:8]=[CH:7][CH:6]=[CH:5]3)=[N:1]2)[CH:18]=[CH:13][N:14]=1, predict the reactants needed to synthesize it. The reactants are: [NH:1]1[C:9]2[C:4](=[CH:5][CH:6]=[CH:7][CH:8]=2)[CH:3]=[N:2]1.[H-].[Na+].Cl[C:13]1[CH:18]=[CH:17][N:16]=[C:15]([S:19][CH3:20])[N:14]=1. (7) Given the product [C:7]1([Si:13]2([C:16]3[CH:21]=[CH:20][CH:19]=[CH:18][CH:17]=3)[CH2:5][CH2:4][CH2:3][CH2:2]2)[CH:12]=[CH:11][CH:10]=[CH:9][CH:8]=1, predict the reactants needed to synthesize it. The reactants are: Cl[CH2:2][CH2:3][CH2:4][CH2:5]Cl.[C:7]1([Si:13]([C:16]2[CH:21]=[CH:20][CH:19]=[CH:18][CH:17]=2)(Cl)Cl)[CH:12]=[CH:11][CH:10]=[CH:9][CH:8]=1.[Mg]. (8) Given the product [C:1]1([C:30]2[CH:35]=[CH:34][CH:33]=[CH:32][CH:31]=2)[CH:6]=[CH:5][C:4]([C:7]2[N:12]=[C:11]3[CH:13]=[C:14]([S:24][CH2:25][C:26]([OH:28])=[O:27])[N:15]([CH2:16][OH:17])[C:10]3=[CH:9][C:8]=2[Cl:29])=[CH:3][CH:2]=1, predict the reactants needed to synthesize it. The reactants are: [C:1]1([C:30]2[CH:35]=[CH:34][CH:33]=[CH:32][CH:31]=2)[CH:6]=[CH:5][C:4]([C:7]2[N:12]=[C:11]3[CH:13]=[C:14]([S:24][CH2:25][C:26]([OH:28])=[O:27])[N:15]([CH2:16][O:17]CC[Si](C)(C)C)[C:10]3=[CH:9][C:8]=2[Cl:29])=[CH:3][CH:2]=1.Cl. (9) Given the product [NH2:1][C:2]1[CH:10]=[CH:9][C:8]([F:11])=[CH:7][C:3]=1[C:4]([O:6][CH3:13])=[O:5], predict the reactants needed to synthesize it. The reactants are: [NH2:1][C:2]1[CH:10]=[CH:9][C:8]([F:11])=[CH:7][C:3]=1[C:4]([OH:6])=[O:5].Cl.[CH3:13]O.